From a dataset of Full USPTO retrosynthesis dataset with 1.9M reactions from patents (1976-2016). Predict the reactants needed to synthesize the given product. (1) Given the product [CH:16]([N:13]1[CH:12]=[N:11][C:10]2[C:14]1=[N:15][C:7]([N:4]1[CH2:5][CH2:6][C@H:2]([NH:1][C:33](=[O:38])[CH:36]=[CH2:37])[CH2:3]1)=[N:8][C:9]=2[NH:19][C:20]1[CH:21]=[CH:22][C:23]([N:26]2[CH2:31][CH2:30][N:29]([CH3:32])[CH2:28][CH2:27]2)=[CH:24][CH:25]=1)([CH3:18])[CH3:17], predict the reactants needed to synthesize it. The reactants are: [NH2:1][C@H:2]1[CH2:6][CH2:5][N:4]([C:7]2[N:15]=[C:14]3[C:10]([N:11]=[CH:12][N:13]3[CH:16]([CH3:18])[CH3:17])=[C:9]([NH:19][C:20]3[CH:25]=[CH:24][C:23]([N:26]4[CH2:31][CH2:30][N:29]([CH3:32])[CH2:28][CH2:27]4)=[CH:22][CH:21]=3)[N:8]=2)[CH2:3]1.[C:33]([OH:38])([CH2:36][CH3:37])(C)C.C([O-])(O)=O.[Na+].C(Cl)(=O)C=C. (2) Given the product [C:10]([O:14][C:15](=[O:37])[CH2:16][N:17]1[C:21]2[CH:22]=[CH:23][C:24]([N:26]([CH2:27][C:28]3[CH:29]=[CH:30][CH:31]=[CH:32][CH:33]=3)[C:7]([CH:1]3[CH2:6][CH2:5][CH2:4][CH2:3][CH2:2]3)=[O:8])=[CH:25][C:20]=2[N:19]=[C:18]1[CH2:34][CH2:35][CH3:36])([CH3:13])([CH3:12])[CH3:11], predict the reactants needed to synthesize it. The reactants are: [CH:1]1([C:7](Cl)=[O:8])[CH2:6][CH2:5][CH2:4][CH2:3][CH2:2]1.[C:10]([O:14][C:15](=[O:37])[CH2:16][N:17]1[C:21]2[CH:22]=[CH:23][C:24]([NH:26][CH2:27][C:28]3[CH:33]=[CH:32][CH:31]=[CH:30][CH:29]=3)=[CH:25][C:20]=2[N:19]=[C:18]1[CH2:34][CH2:35][CH3:36])([CH3:13])([CH3:12])[CH3:11].CCN(C(C)C)C(C)C.